Predict the reaction yield, written as a fraction of the theoretical maximum amount of product (1.0 means a 100% yield; for example, 0.34 means a 34% yield). From a dataset of Reaction yield outcomes from USPTO patents with 853,638 reactions. (1) The reactants are [H-].[Na+].[NH2:3][C:4]1[N:9]=[CH:8][N:7]=[C:6]([NH:10][C:11]2[CH:12]=[C:13]3[C:17](=[CH:18][CH:19]=2)[NH:16][CH:15]=[CH:14]3)[CH:5]=1.[CH3:20][CH:21]([NH:23][C:24](=[O:32])OC1C=CC=CC=1)[CH3:22]. The catalyst is CN(C)C=O. The product is [CH3:20][CH:21]([NH:23][C:24]([N:16]1[C:17]2[C:13](=[CH:12][C:11]([NH:10][C:6]3[CH:5]=[C:4]([NH:3][C:24]([NH:23][CH:21]([CH3:20])[CH3:22])=[O:32])[N:9]=[CH:8][N:7]=3)=[CH:19][CH:18]=2)[CH:14]=[CH:15]1)=[O:32])[CH3:22]. The yield is 0.0790. (2) The reactants are Br[C:2]1[CH:3]=[N:4][CH:5]=[CH:6][C:7]=1[O:8][C:9]1[C:14]([F:15])=[CH:13][C:12]([NH2:16])=[C:11]([F:17])[CH:10]=1.[CH3:18][N:19]1[CH:23]=[C:22](B2OC(C)(C)C(C)(C)O2)[CH:21]=[N:20]1.C(=O)([O-])[O-].[K+].[K+]. The catalyst is O1CCOCC1.O. The product is [F:17][C:11]1[CH:10]=[C:9]([O:8][C:7]2[CH:6]=[CH:5][N:4]=[CH:3][C:2]=2[C:22]2[CH:21]=[N:20][N:19]([CH3:18])[CH:23]=2)[C:14]([F:15])=[CH:13][C:12]=1[NH2:16]. The yield is 0.650. (3) The reactants are C([O:8][C:9]1[CH:14]=[CH:13][CH:12]=[CH:11][C:10]=1[C:15]1[CH:19]=[C:18]([NH:20]/[C:21](/[NH:35][C:36]([CH3:39])([CH3:38])[CH3:37])=[N:22]\[C:23](=[O:34])[C:24]2[CH:29]=[CH:28][C:27]([C:30]([F:33])([F:32])[F:31])=[CH:26][CH:25]=2)[NH:17][N:16]=1)C1C=CC=CC=1.[H][H]. The catalyst is CO.[Pd]. The product is [C:36]([NH:35]/[C:21](/[NH:20][C:18]1[NH:17][N:16]=[C:15]([C:10]2[CH:11]=[CH:12][CH:13]=[CH:14][C:9]=2[OH:8])[CH:19]=1)=[N:22]/[C:23](=[O:34])[C:24]1[CH:25]=[CH:26][C:27]([C:30]([F:32])([F:33])[F:31])=[CH:28][CH:29]=1)([CH3:39])([CH3:37])[CH3:38]. The yield is 0.440. (4) The reactants are CCCC[N+](CCCC)(CCCC)CCCC.[F-].[CH3:19][O:20][C:21]([C:23]1[C:24]([O:48][CH3:49])=[C:25]2[C:30](=[C:31]([O:37][Si](C(C)C)(C(C)C)C(C)C)[C:32]=1[C:33]([O:35][CH3:36])=[O:34])[N:29]=[CH:28][CH:27]=[CH:26]2)=[O:22].[C:50]1([C:56]([C:59]2[CH:64]=[CH:63][CH:62]=[CH:61][CH:60]=2)=[N+]=[N-])[CH:55]=[CH:54][CH:53]=[CH:52][CH:51]=1. The catalyst is C1COCC1. The product is [CH3:19][O:20][C:21]([C:23]1[C:24]([O:48][CH3:49])=[C:25]2[C:30](=[C:31]([O:37][CH:56]([C:50]3[CH:55]=[CH:54][CH:53]=[CH:52][CH:51]=3)[C:59]3[CH:64]=[CH:63][CH:62]=[CH:61][CH:60]=3)[C:32]=1[C:33]([O:35][CH3:36])=[O:34])[N:29]=[CH:28][CH:27]=[CH:26]2)=[O:22]. The yield is 0.610.